From a dataset of Peptide-MHC class II binding affinity with 134,281 pairs from IEDB. Regression. Given a peptide amino acid sequence and an MHC pseudo amino acid sequence, predict their binding affinity value. This is MHC class II binding data. (1) The peptide sequence is QGQWRGAAGTAAQAA. The MHC is DRB1_1001 with pseudo-sequence DRB1_1001. The binding affinity (normalized) is 0.721. (2) The peptide sequence is VAPEEHPVLLTEAPLNPKA. The MHC is DRB1_1101 with pseudo-sequence DRB1_1101. The binding affinity (normalized) is 0. (3) The peptide sequence is YAKFLANVSTVLTGK. The MHC is DRB1_0802 with pseudo-sequence DRB1_0802. The binding affinity (normalized) is 0.778. (4) The peptide sequence is IIFSQNMNIKLKMPL. The MHC is HLA-DPA10201-DPB11401 with pseudo-sequence HLA-DPA10201-DPB11401. The binding affinity (normalized) is 0.192. (5) The peptide sequence is FVNTLVASSGSYAAT. The MHC is HLA-DQA10102-DQB10602 with pseudo-sequence HLA-DQA10102-DQB10602. The binding affinity (normalized) is 0.563. (6) The peptide sequence is LLNNQFGTMPSLTLA. The MHC is DRB1_1302 with pseudo-sequence DRB1_1302. The binding affinity (normalized) is 0.647.